Predict the reactants needed to synthesize the given product. From a dataset of Retrosynthesis with 50K atom-mapped reactions and 10 reaction types from USPTO. Given the product NC(=O)c1cc(-c2cccnc2[C@H](Cc2cc(F)cc(F)c2)NC(=O)Cn2nc(C(F)(F)F)c3c2CC(O)CC3)ccc1F, predict the reactants needed to synthesize it. The reactants are: NC(=O)c1cc(-c2cccnc2[C@H](Cc2cc(F)cc(F)c2)NC(=O)Cn2nc(C(F)(F)F)c3c2CC(=O)CC3)ccc1F.